Dataset: NCI-60 drug combinations with 297,098 pairs across 59 cell lines. Task: Regression. Given two drug SMILES strings and cell line genomic features, predict the synergy score measuring deviation from expected non-interaction effect. (1) Drug 1: C1=CC(=CC=C1CCC2=CNC3=C2C(=O)NC(=N3)N)C(=O)NC(CCC(=O)O)C(=O)O. Drug 2: CC(C)NC(=O)C1=CC=C(C=C1)CNNC.Cl. Cell line: SNB-75. Synergy scores: CSS=6.25, Synergy_ZIP=-7.15, Synergy_Bliss=-7.33, Synergy_Loewe=-18.9, Synergy_HSA=-8.51. (2) Drug 1: CC=C1C(=O)NC(C(=O)OC2CC(=O)NC(C(=O)NC(CSSCCC=C2)C(=O)N1)C(C)C)C(C)C. Drug 2: CC(C)NC(=O)C1=CC=C(C=C1)CNNC.Cl. Cell line: HCT-15. Synergy scores: CSS=-1.19, Synergy_ZIP=2.19, Synergy_Bliss=3.46, Synergy_Loewe=-6.02, Synergy_HSA=-5.97.